This data is from Reaction yield outcomes from USPTO patents with 853,638 reactions. The task is: Predict the reaction yield, written as a fraction of the theoretical maximum amount of product (1.0 means a 100% yield; for example, 0.34 means a 34% yield). The reactants are [OH:1][CH2:2][C:3]1[CH:4]=[C:5]([NH:11][C:12]([C:14]2[N:15]=[N:16][N:17]([CH2:20][C:21]3[CH:26]=[CH:25][C:24]([Cl:27])=[C:23]([Cl:28])[CH:22]=3)[C:18]=2[CH3:19])=O)[CH:6]=[C:7]([CH2:9][OH:10])[CH:8]=1. The catalyst is C(#N)C. The product is [Cl:28][C:23]1[CH:22]=[C:21]([CH2:20][N:17]2[C:18]([CH3:19])=[C:14]([CH2:12][NH:11][C:5]3[CH:6]=[C:7]([CH2:9][OH:10])[CH:8]=[C:3]([CH2:2][OH:1])[CH:4]=3)[N:15]=[N:16]2)[CH:26]=[CH:25][C:24]=1[Cl:27]. The yield is 0.0500.